Dataset: Reaction yield outcomes from USPTO patents with 853,638 reactions. Task: Predict the reaction yield, written as a fraction of the theoretical maximum amount of product (1.0 means a 100% yield; for example, 0.34 means a 34% yield). The reactants are [CH:1]1([O:6][C:7](=[O:26])[C@@H:8]([NH:15][CH2:16][C:17]2[CH:22]=[CH:21][C:20]([N+:23]([O-:25])=[O:24])=[CH:19][CH:18]=2)[C:9]2[CH:14]=[CH:13][CH:12]=[CH:11][CH:10]=2)[CH2:5][CH2:4][CH2:3][CH2:2]1.C([O-])([O-])=O.[K+].[K+].[C:33]([O:37][C:38](O[C:38]([O:37][C:33]([CH3:36])([CH3:35])[CH3:34])=[O:39])=[O:39])([CH3:36])([CH3:35])[CH3:34].O. The catalyst is C1COCC1. The product is [CH:1]1([O:6][C:7](=[O:26])[C@@H:8]([N:15]([C:38]([O:37][C:33]([CH3:36])([CH3:35])[CH3:34])=[O:39])[CH2:16][C:17]2[CH:18]=[CH:19][C:20]([N+:23]([O-:25])=[O:24])=[CH:21][CH:22]=2)[C:9]2[CH:10]=[CH:11][CH:12]=[CH:13][CH:14]=2)[CH2:2][CH2:3][CH2:4][CH2:5]1. The yield is 0.620.